This data is from Catalyst prediction with 721,799 reactions and 888 catalyst types from USPTO. The task is: Predict which catalyst facilitates the given reaction. (1) Reactant: [C:1]([OH:4])(=O)[CH3:2].C1N=CN(C(N2C=NC=C2)=O)C=1.[F:17][C:18]1[CH:23]=[CH:22][C:21]([NH:24][C:25]2[C:30]([C:31]([N:33]3[CH2:38][CH2:37][CH:36]([C:39]4[CH:44]=[CH:43][C:42]([F:45])=[CH:41][CH:40]=4)[CH2:35][CH2:34]3)=[O:32])=[CH:29][N:28]=[C:27]([S:46]([NH2:49])(=[O:48])=[O:47])[CH:26]=2)=[C:20]([CH3:50])[CH:19]=1.C1CCN2C(=NCCC2)CC1.C(O)(=O)CC(CC(O)=O)(C(O)=O)O. Product: [F:17][C:18]1[CH:23]=[CH:22][C:21]([NH:24][C:25]2[C:30]([C:31]([N:33]3[CH2:34][CH2:35][CH:36]([C:39]4[CH:44]=[CH:43][C:42]([F:45])=[CH:41][CH:40]=4)[CH2:37][CH2:38]3)=[O:32])=[CH:29][N:28]=[C:27]([S:46]([NH:49][C:1](=[O:4])[CH3:2])(=[O:47])=[O:48])[CH:26]=2)=[C:20]([CH3:50])[CH:19]=1. The catalyst class is: 3. (2) Reactant: C(=O)([O-])[O-].[Na+].[Na+].Br[C:8]1[CH:9]=[CH:10][C:11]([NH2:14])=[N:12][CH:13]=1.[OH:15][CH2:16][C:17]1[CH:18]=[C:19](B(O)O)[CH:20]=[CH:21][CH:22]=1.C(O)C. Product: [NH2:14][C:11]1[N:12]=[CH:13][C:8]([C:21]2[CH:22]=[C:17]([CH2:16][OH:15])[CH:18]=[CH:19][CH:20]=2)=[CH:9][CH:10]=1. The catalyst class is: 109. (3) Reactant: [CH:1]([OH:3])=O.C(OC(=O)C)(=O)C.[NH2:11][C:12]1[CH:17]=[CH:16][C:15]([C:18]2[C:22]3[CH2:23][CH2:24][CH2:25][C:26](=[O:27])[C:21]=3[O:20][N:19]=2)=[CH:14][C:13]=1[O:28][CH3:29]. Product: [CH3:29][O:28][C:13]1[CH:14]=[C:15]([C:18]2[C:22]3[CH2:23][CH2:24][CH2:25][C:26](=[O:27])[C:21]=3[O:20][N:19]=2)[CH:16]=[CH:17][C:12]=1[NH:11][CH:1]=[O:3]. The catalyst class is: 1.